This data is from Catalyst prediction with 721,799 reactions and 888 catalyst types from USPTO. The task is: Predict which catalyst facilitates the given reaction. The catalyst class is: 159. Product: [CH:1]([N:14]1[CH2:17][CH:16]([C:18]([C:24]2[CH:25]=[CH:26][C:21]([Cl:20])=[CH:22][CH:23]=2)=[O:31])[CH2:15]1)([C:8]1[CH:13]=[CH:12][CH:11]=[CH:10][CH:9]=1)[C:2]1[CH:7]=[CH:6][CH:5]=[CH:4][CH:3]=1. Reactant: [CH:1]([N:14]1[CH2:17][CH:16]([C:18]#N)[CH2:15]1)([C:8]1[CH:13]=[CH:12][CH:11]=[CH:10][CH:9]=1)[C:2]1[CH:7]=[CH:6][CH:5]=[CH:4][CH:3]=1.[Cl:20][C:21]1[CH:26]=[CH:25][C:24]([Mg]Br)=[CH:23][CH:22]=1.C([O:31]CC)C.